Dataset: Full USPTO retrosynthesis dataset with 1.9M reactions from patents (1976-2016). Task: Predict the reactants needed to synthesize the given product. (1) Given the product [CH3:1][CH:2]([CH3:36])[CH2:3][CH:4]([C:21]1[CH:26]=[CH:25][C:24]([N:27]2[CH:31]=[C:30]([C:32]([F:34])([F:33])[F:35])[N:29]=[CH:28]2)=[CH:23][CH:22]=1)[O:5][C:6]1[CH:7]=[CH:8][C:9]([C:10]([NH:12][CH2:13][CH2:14][C:15]([OH:17])=[O:16])=[O:11])=[CH:19][CH:20]=1, predict the reactants needed to synthesize it. The reactants are: [CH3:1][CH:2]([CH3:36])[CH2:3][CH:4]([C:21]1[CH:26]=[CH:25][C:24]([N:27]2[CH:31]=[C:30]([C:32]([F:35])([F:34])[F:33])[N:29]=[CH:28]2)=[CH:23][CH:22]=1)[O:5][C:6]1[CH:20]=[CH:19][C:9]([C:10]([NH:12][CH2:13][CH2:14][C:15]([O:17]C)=[O:16])=[O:11])=[CH:8][CH:7]=1.[OH-].[Li+]. (2) Given the product [CH3:1][C:2]1[CH:7]=[CH:6][C:5]([S:8]([N:11]2[C:19]3[C:14](=[CH:15][CH:16]=[CH:17][CH:18]=3)[C:13]([CH2:20][CH2:21][C:22]3[CH:23]=[N:24][CH:25]=[CH:26][CH:27]=3)=[CH:12]2)(=[O:10])=[O:9])=[CH:4][CH:3]=1, predict the reactants needed to synthesize it. The reactants are: [CH3:1][C:2]1[CH:7]=[CH:6][C:5]([S:8]([N:11]2[C:19]3[C:14](=[CH:15][CH:16]=[CH:17][CH:18]=3)[C:13](/[CH:20]=[CH:21]/[C:22]3[CH:23]=[N:24][CH:25]=[CH:26][CH:27]=3)=[CH:12]2)(=[O:10])=[O:9])=[CH:4][CH:3]=1.